From a dataset of Full USPTO retrosynthesis dataset with 1.9M reactions from patents (1976-2016). Predict the reactants needed to synthesize the given product. (1) Given the product [CH2:21]([O:22][C:16](=[O:17])[CH2:12][C:13]([NH:9][CH2:8][CH2:7][CH2:6][S:5][C:1]([CH3:4])([CH3:3])[CH3:2])=[O:14])[CH3:20], predict the reactants needed to synthesize it. The reactants are: [C:1]([S:5][CH2:6][CH2:7][CH2:8][NH2:9])([CH3:4])([CH3:3])[CH3:2].C([CH:12]([C:16](Cl)=[O:17])[C:13](Cl)=[O:14])C.O.[CH3:20][CH2:21][O:22]C(C)=O. (2) Given the product [CH2:1]([NH:8][C:9]([N:11]1[CH2:16][CH2:15][CH2:14][CH:13]([C:17]2[CH:22]=[C:21]([Cl:41])[C:20]([C:24]#[N:25])=[C:19]([C:26]3[CH:31]=[CH:30][C:29]([O:32][C:33]4[CH:38]=[CH:37][CH:36]=[CH:35][CH:34]=4)=[CH:28][CH:27]=3)[N:18]=2)[CH2:12]1)=[O:10])[C:2]1[CH:7]=[CH:6][CH:5]=[CH:4][CH:3]=1, predict the reactants needed to synthesize it. The reactants are: [CH2:1]([NH:8][C:9]([N:11]1[CH2:16][CH2:15][CH2:14][CH:13]([C:17]2[NH:18][C:19]([C:26]3[CH:31]=[CH:30][C:29]([O:32][C:33]4[CH:38]=[CH:37][CH:36]=[CH:35][CH:34]=4)=[CH:28][CH:27]=3)=[C:20]([C:24]#[N:25])[C:21](=O)[CH:22]=2)[CH2:12]1)=[O:10])[C:2]1[CH:7]=[CH:6][CH:5]=[CH:4][CH:3]=1.P(Cl)(Cl)([Cl:41])=O. (3) Given the product [Cl:8][C:6]1[CH:5]=[C:4]([C:13]2[CH:14]=[CH:15][C:10]([Cl:9])=[CH:11][CH:12]=2)[N:3]=[CH:2][N:7]=1, predict the reactants needed to synthesize it. The reactants are: Cl[C:2]1[N:7]=[C:6]([Cl:8])[CH:5]=[CH:4][N:3]=1.[Cl:9][C:10]1[CH:15]=[CH:14][C:13](B(O)O)=[CH:12][CH:11]=1.C([O-])([O-])=O.[Na+].[Na+].CCOC(C)=O. (4) Given the product [CH3:1][N:2]([CH3:31])[CH2:3][CH2:4][NH:5][C:6]1[N:11]=[C:10]([C:12]2[CH:13]=[CH:14][CH:15]=[CH:16][CH:17]=2)[N:9]=[C:8]([C:18]([NH:20][C:21]2[CH:30]=[CH:29][CH:28]=[CH:27][C:22]=2[C:23]([OH:25])=[O:24])=[O:19])[CH:7]=1, predict the reactants needed to synthesize it. The reactants are: [CH3:1][N:2]([CH3:31])[CH2:3][CH2:4][NH:5][C:6]1[N:11]=[C:10]([C:12]2[CH:17]=[CH:16][CH:15]=[CH:14][CH:13]=2)[N:9]=[C:8]([C:18]([NH:20][C:21]2[CH:30]=[CH:29][CH:28]=[CH:27][C:22]=2[C:23]([O:25]C)=[O:24])=[O:19])[CH:7]=1.[OH-].[Li+].O.Cl. (5) Given the product [NH:17]1[C:18]2[CH:31]=[CH:30][CH:29]=[CH:28][C:19]=2[N:20]=[C:16]1[CH2:15][N:1]1[C@@H:14]2[C@@H:5]([CH2:6][CH2:7][C:8]3[C:13]2=[N:12][CH:11]=[CH:10][CH:9]=3)[CH2:4][CH2:3][CH2:2]1, predict the reactants needed to synthesize it. The reactants are: [N:1]1([CH2:15][C:16]2[N:20](C(OC(C)(C)C)=O)[C:19]3[CH:28]=[CH:29][CH:30]=[CH:31][C:18]=3[N:17]=2)[C@@H:14]2[C@@H:5]([CH2:6][CH2:7][C:8]3[C:13]2=[N:12][CH:11]=[CH:10][CH:9]=3)[CH2:4][CH2:3][CH2:2]1.FC(F)(F)C(O)=O. (6) Given the product [F:8][C:9]1[CH:10]=[C:11]([CH:15]=[CH:16][C:17]=1[CH3:18])[C:12]([N:4]1[CH2:5][CH2:6][NH:1][C:2](=[O:7])[CH2:3]1)=[O:13], predict the reactants needed to synthesize it. The reactants are: [NH:1]1[CH2:6][CH2:5][NH:4][CH2:3][C:2]1=[O:7].[F:8][C:9]1[CH:10]=[C:11]([CH:15]=[CH:16][C:17]=1[CH3:18])[C:12](O)=[O:13]. (7) Given the product [Cl:3][C:4]1[CH:5]=[C:6](/[CH:16]=[CH:17]/[C:18]([O:20][CH2:21][CH3:22])=[O:19])[CH:7]=[N:8][C:9]=1[NH:10][C@@H:11]1[CH2:15][CH2:14][N:13]([C:24]2[N:29]=[CH:28][CH:27]=[CH:26][N:25]=2)[CH2:12]1, predict the reactants needed to synthesize it. The reactants are: Cl.Cl.[Cl:3][C:4]1[CH:5]=[C:6](/[CH:16]=[CH:17]/[C:18]([O:20][CH2:21][CH3:22])=[O:19])[CH:7]=[N:8][C:9]=1[NH:10][C@@H:11]1[CH2:15][CH2:14][NH:13][CH2:12]1.Cl[C:24]1[N:29]=[CH:28][CH:27]=[CH:26][N:25]=1.C(N(CC)C(C)C)(C)C.CCOC(C)=O. (8) The reactants are: [OH:1][C:2]1[CH:7]=[C:6]([O:8][CH3:9])[CH:5]=[CH:4][C:3]=1[NH:10][C:11](=[O:14])[CH2:12][CH3:13].Cl.CN(C)C=O.C1C=C([Cl:27])C=C(C(OO)=O)C=1. Given the product [Cl:27][C:5]1[C:6]([O:8][CH3:9])=[CH:7][C:2]([OH:1])=[C:3]([NH:10][C:11](=[O:14])[CH2:12][CH3:13])[CH:4]=1, predict the reactants needed to synthesize it. (9) Given the product [CH3:17][C:35]([CH3:36])([CH3:37])[CH2:38][C:1]([C:41]1[CH:48]=[CH:47][C:44]([CH2:45][NH2:46])=[C:43]([F:49])[CH:42]=1)=[O:5], predict the reactants needed to synthesize it. The reactants are: [C:1]([O:5]C(NCC1C=CC=CC=1F)=O)(C)(C)C.[CH2:17](N(CC)CC)C.[C:35](OC(OC(O[C:35]([CH3:38])([CH3:37])[CH3:36])=O)=O)([CH3:38])([CH3:37])[CH3:36].Cl.Br[C:41]1[CH:48]=[CH:47][C:44]([CH2:45][NH2:46])=[C:43]([F:49])[CH:42]=1.